From a dataset of SARS-CoV-2 main protease (3CLPro) crystallographic fragment screen with 879 compounds. Binary Classification. Given a drug SMILES string, predict its activity (active/inactive) in a high-throughput screening assay against a specified biological target. (1) The compound is CS(=O)(=O)CC(O)c1ccccc1. The result is 0 (inactive). (2) The molecule is Cc1ccn(Cc2csc(C)n2)c(=O)c1. The result is 0 (inactive). (3) The compound is Cc1occc1C(=O)Nc1ccncc1. The result is 0 (inactive). (4) The result is 0 (inactive). The compound is COc1cc(C(=O)O)cc(OC)c1OC. (5) The compound is CC(O)CCn1cccn1. The result is 0 (inactive). (6) The drug is Cc1ccc(CN2CCS(=O)(=O)CC2)cc1. The result is 0 (inactive).